Dataset: TCR-epitope binding with 47,182 pairs between 192 epitopes and 23,139 TCRs. Task: Binary Classification. Given a T-cell receptor sequence (or CDR3 region) and an epitope sequence, predict whether binding occurs between them. (1) The epitope is GLNKIVRMY. The TCR CDR3 sequence is CSASLGGRISGANVLTF. Result: 1 (the TCR binds to the epitope). (2) The epitope is YFPLQSYGF. The TCR CDR3 sequence is CASSPLVQGGLQPQHF. Result: 0 (the TCR does not bind to the epitope).